This data is from Reaction yield outcomes from USPTO patents with 853,638 reactions. The task is: Predict the reaction yield, written as a fraction of the theoretical maximum amount of product (1.0 means a 100% yield; for example, 0.34 means a 34% yield). The reactants are [CH3:1][C:2]1[CH:7]=[CH:6][N:5]=[CH:4][CH:3]=1.[Br:8][CH2:9][C:10]1[CH:15]=[CH:14][CH:13]=[CH:12][C:11]=1[CH2:16]Br. The catalyst is C(O)(C)C. The product is [Br-:8].[C:11]1([CH2:16][N+:5]2[CH:6]=[CH:7][C:2]([CH3:1])=[CH:3][CH:4]=2)[CH:12]=[CH:13][CH:14]=[CH:15][C:10]=1[CH2:9][N+:5]1[CH:6]=[CH:7][C:2]([CH3:1])=[CH:3][CH:4]=1.[Br-:8]. The yield is 0.870.